Dataset: Peptide-MHC class I binding affinity with 185,985 pairs from IEDB/IMGT. Task: Regression. Given a peptide amino acid sequence and an MHC pseudo amino acid sequence, predict their binding affinity value. This is MHC class I binding data. (1) The peptide sequence is AYYWNQNGF. The MHC is HLA-B15:01 with pseudo-sequence HLA-B15:01. The binding affinity (normalized) is 0.0637. (2) The peptide sequence is PTILATLNT. The MHC is HLA-A02:06 with pseudo-sequence HLA-A02:06. The binding affinity (normalized) is 0. (3) The peptide sequence is AFDLSHFLK. The MHC is HLA-A01:01 with pseudo-sequence HLA-A01:01. The binding affinity (normalized) is 0.